From a dataset of Full USPTO retrosynthesis dataset with 1.9M reactions from patents (1976-2016). Predict the reactants needed to synthesize the given product. (1) Given the product [C:26]1([C:2]2[C:3]3[N:11]=[N:10][N:9]([CH2:12][C:13]4[CH:18]=[CH:17][CH:16]=[C:15]([CH2:19][O:20][CH:21]5[CH2:25][CH2:24][O:23][CH2:22]5)[N:14]=4)[C:4]=3[N:5]=[C:6]([NH2:8])[N:7]=2)[CH:31]=[CH:30][CH:29]=[CH:28][CH:27]=1, predict the reactants needed to synthesize it. The reactants are: Cl[C:2]1[C:3]2[N:11]=[N:10][N:9]([CH2:12][C:13]3[CH:18]=[CH:17][CH:16]=[C:15]([CH2:19][O:20][C@H:21]4[CH2:25][CH2:24][O:23][CH2:22]4)[N:14]=3)[C:4]=2[N:5]=[C:6]([NH2:8])[N:7]=1.[C:26]1(B(O)O)[CH:31]=[CH:30][CH:29]=[CH:28][CH:27]=1. (2) Given the product [OH:14][CH:15]1[O:23][C@H:22]([CH2:24][OH:25])[C@@H:20]([OH:21])[C@H:18]([OH:19])[C@H:16]1[NH2:17], predict the reactants needed to synthesize it. The reactants are: ICC(ON1C(=O)CCC1=O)=O.Cl.[OH:14][CH:15]1[O:23][C@H:22]([CH2:24][OH:25])[C@@H:20]([OH:21])[C@H:18]([OH:19])[C@H:16]1[NH2:17].[OH-].[Na+].SCCC[SiH3]. (3) Given the product [CH3:5][C@:6]1([C@H:13]2[CH2:17][CH2:16][CH2:15][CH2:18][N:14]2[S:39]([C:33]2[CH:38]=[CH:37][C:36]([O:11][CH2:10][C:6]3[C:29]4[C:28](=[CH:15][CH:16]=[CH:17][CH:13]=4)[N:27]=[C:30]([CH3:31])[CH:5]=3)=[CH:35][CH:34]=2)(=[O:41])=[O:40])[NH:7][C:8](=[O:12])[NH:9][C:10]1=[O:11], predict the reactants needed to synthesize it. The reactants are: S(Cl)(Cl)=O.[CH3:5][C@@:6]1([C@H:13]2[CH2:17][CH2:16][CH2:15][N:14]2[C:18](OC(C)(C)C)=O)[C:10](=[O:11])[NH:9][C:8](=[O:12])[NH:7]1.C([N:27]([CH2:30][CH3:31])[CH2:28][CH3:29])C.Cl.[C:33]1([S:39](Cl)(=[O:41])=[O:40])[CH:38]=[CH:37][CH:36]=[CH:35][CH:34]=1. (4) Given the product [CH2:19]([C@@H:20]1[CH2:21][CH2:22][CH2:15][C@H:13]([OH:16])[CH2:14]1)[CH:18]=[CH2:17], predict the reactants needed to synthesize it. The reactants are: [H-].C([Al+]CC(C)C)C(C)C.[Li+].[H-].[CH:13]([OH:16])([CH3:15])[CH3:14].[CH3:17][CH2:18][CH2:19][CH2:20][CH2:21][CH3:22]. (5) Given the product [ClH:39].[Cl:39][CH2:33][C:32]1[C:23]([NH:22][CH:19]([CH3:21])[CH3:20])=[N:24][C:25]2[C:30]([CH:31]=1)=[CH:29][C:28]([O:35][CH3:36])=[CH:27][CH:26]=2, predict the reactants needed to synthesize it. The reactants are: COC1C=C2C(=CC=1)N=C(NCCC)C(CO)=C2.[CH:19]([NH:22][C:23]1[C:32]([CH2:33]O)=[CH:31][C:30]2[C:25](=[CH:26][CH:27]=[C:28]([O:35][CH3:36])[CH:29]=2)[N:24]=1)([CH3:21])[CH3:20].O=S(Cl)[Cl:39].